The task is: Predict which catalyst facilitates the given reaction.. This data is from Catalyst prediction with 721,799 reactions and 888 catalyst types from USPTO. (1) Reactant: [CH3:1][O:2][C:3]([CH:5]1[CH2:14][CH2:13][C:12]2[C:7](=[C:8]([O:15][CH3:16])[CH:9]=[CH:10][CH:11]=2)[CH2:6]1)=[O:4].[Li+].CC([N-]C(C)C)C.[C:25](=[O:27])=[O:26]. Product: [CH3:1][O:2][C:3]([C:5]1([C:25]([OH:27])=[O:26])[CH2:14][CH2:13][C:12]2[C:7](=[C:8]([O:15][CH3:16])[CH:9]=[CH:10][CH:11]=2)[CH2:6]1)=[O:4]. The catalyst class is: 1. (2) Reactant: [F:1][C:2]([F:16])([F:15])[C:3]1[CH:4]=[CH:5][C:6]([N:9]2[CH2:14][CH2:13][NH:12][CH2:11][CH2:10]2)=[N:7][CH:8]=1.CCN(C(C)C)C(C)C.Br[CH:27]([CH3:33])[C:28]([O:30][CH2:31][CH3:32])=[O:29]. Product: [CH2:31]([O:30][C:28](=[O:29])[CH:27]([N:12]1[CH2:11][CH2:10][N:9]([C:6]2[CH:5]=[CH:4][C:3]([C:2]([F:1])([F:15])[F:16])=[CH:8][N:7]=2)[CH2:14][CH2:13]1)[CH3:33])[CH3:32]. The catalyst class is: 8.